The task is: Predict which catalyst facilitates the given reaction.. This data is from Catalyst prediction with 721,799 reactions and 888 catalyst types from USPTO. (1) The catalyst class is: 161. Reactant: [Cl:1][C:2]1[N:7]=[CH:6][N:5]=[C:4]2[NH:8][N:9]=[CH:10][C:3]=12.[O:11]1[CH:16]=[CH:15][CH2:14][CH2:13][CH2:12]1.CC1C=CC(S(O)(=O)=O)=CC=1. Product: [Cl:1][C:2]1[N:7]=[CH:6][N:5]=[C:4]2[N:8]([CH:12]3[CH2:13][CH2:14][CH2:15][CH2:16][O:11]3)[N:9]=[CH:10][C:3]=12. (2) Product: [Br:8][C:4]1[C:3]([CH3:9])=[C:2]([CH:7]=[O:12])[CH:20]=[N:21][CH:5]=1. Reactant: Br[C:2]1[CH:7]=C[CH:5]=[C:4]([Br:8])[C:3]=1[CH3:9].CC[O:12]CC.[Li]CCCC.[CH3:20][N:21](C=O)C. The catalyst class is: 1. (3) Reactant: C(=O)([O-])[O-].[K+].[K+].[CH2:7](Br)[C:8]1[CH:13]=[CH:12][CH:11]=[CH:10][CH:9]=1.Cl.[NH2:16][C@H:17]([CH3:22])[C:18]([O:20][CH3:21])=[O:19]. Product: [CH3:21][O:20][C:18](=[O:19])[C@H:17]([N:16]([CH2:7][C:8]1[CH:13]=[CH:12][CH:11]=[CH:10][CH:9]=1)[CH2:7][C:8]1[CH:13]=[CH:12][CH:11]=[CH:10][CH:9]=1)[CH3:22]. The catalyst class is: 10. (4) Reactant: [CH:1]1([CH2:7][C@@H:8]([NH2:24])[CH2:9][N:10]2[CH2:15][CH:14]=[C:13]([C:16]3[CH:21]=[CH:20][CH:19]=[CH:18][C:17]=3[O:22][CH3:23])[CH2:12][CH2:11]2)[CH2:6][CH2:5][CH2:4][CH2:3][CH2:2]1.C(N(CC)CC)C.[CH3:32][C:33]1([C:39]([Cl:41])=[O:40])[CH2:38][CH2:37][CH2:36][CH2:35][CH2:34]1. Product: [CH:1]1([CH2:7][C@@H:8]([NH:24][C:39]([C:33]2([CH3:32])[CH2:38][CH2:37][CH2:36][CH2:35][CH2:34]2)=[O:40])[CH2:9][N:10]2[CH2:11][CH:12]=[C:13]([C:16]3[CH:21]=[CH:20][CH:19]=[CH:18][C:17]=3[O:22][CH3:23])[CH2:14][CH2:15]2)[CH2:6][CH2:5][CH2:4][CH2:3][CH2:2]1.[ClH:41]. The catalyst class is: 4.